This data is from Peptide-MHC class II binding affinity with 134,281 pairs from IEDB. The task is: Regression. Given a peptide amino acid sequence and an MHC pseudo amino acid sequence, predict their binding affinity value. This is MHC class II binding data. The peptide sequence is IAGYKTFDGRGAQVY. The MHC is DRB1_0401 with pseudo-sequence DRB1_0401. The binding affinity (normalized) is 0.280.